This data is from Reaction yield outcomes from USPTO patents with 853,638 reactions. The task is: Predict the reaction yield, written as a fraction of the theoretical maximum amount of product (1.0 means a 100% yield; for example, 0.34 means a 34% yield). (1) The yield is 0.370. The reactants are Br[C:2]1[CH:7]=[CH:6][C:5]([N:8]2[CH:12]=[CH:11][CH:10]=[N:9]2)=[CH:4][CH:3]=1.[CH2:13]([OH:16])[C:14]#[CH:15]. The product is [N:8]1([C:5]2[CH:6]=[CH:7][C:2]([C:15]#[C:14][CH2:13][OH:16])=[CH:3][CH:4]=2)[CH:12]=[CH:11][CH:10]=[N:9]1. The catalyst is Cl[Pd](Cl)([P](C1C=CC=CC=1)(C1C=CC=CC=1)C1C=CC=CC=1)[P](C1C=CC=CC=1)(C1C=CC=CC=1)C1C=CC=CC=1.[Cu]I. (2) The reactants are C([O:3][P:4](=[O:43])([O:40]CC)[O:5][C:6]1[CH:11]=[C:10]([CH3:12])[CH:9]=[CH:8][C:7]=1[CH:13]1[CH2:18][CH2:17][N:16]([CH2:19][CH2:20][CH2:21][CH2:22][NH:23][C:24]([C:26]2[C:27](C3C=CC(C#N)=CC=3)=[CH:28][CH:29]=[CH:30][CH:31]=2)=[O:25])[CH2:15][CH2:14]1)C.Br[Si](C)(C)C.[N:49]1[CH:54]=[CH:53][CH:52]=[CH:51][CH:50]=1.O.[CH3:56][CH2:57]OCC. The catalyst is C(Cl)Cl. The product is [C:54]([C:53]1[CH:57]=[CH:56][C:50]([C:29]2[CH:28]=[CH:27][C:26]([C:24]([NH:23][CH2:22][CH2:21][CH2:20][CH2:19][N:16]3[CH2:15][CH2:14][CH:13]([C:7]4[CH:8]=[CH:9][C:10]([CH3:12])=[CH:11][C:6]=4[O:5][P:4](=[O:43])([OH:40])[OH:3])[CH2:18][CH2:17]3)=[O:25])=[CH:31][CH:30]=2)=[CH:51][CH:52]=1)#[N:49]. The yield is 0.370. (3) The reactants are O[CH:2]=[C:3]1[C:11]2[C:6](=[CH:7][C:8]([C:12]([C:14]3[CH:19]=[CH:18][C:17]([NH:20][C:21]([C:23]4[N:24]([C:29]([CH3:32])([CH3:31])[CH3:30])[N:25]=[C:26]([CH3:28])[CH:27]=4)=[O:22])=[CH:16][CH:15]=3)=[O:13])=[CH:9][CH:10]=2)[NH:5][C:4]1=[O:33].[NH2:34][C:35]1[CH:36]=[CH:37][C:38](OC)=[C:39]([OH:41])[CH:40]=1.[CH2:44]1COCC1. No catalyst specified. The product is [OH:41][C:39]1[CH:40]=[C:35]([NH:34][CH:2]=[C:3]2[C:11]3[C:6](=[CH:7][C:8]([C:12]([C:14]4[CH:19]=[CH:18][C:17]([NH:20][C:21]([C:23]5[N:24]([C:29]([CH3:32])([CH3:31])[CH3:30])[N:25]=[C:26]([CH3:28])[CH:27]=5)=[O:22])=[CH:16][CH:15]=4)=[O:13])=[CH:9][CH:10]=3)[NH:5][C:4]2=[O:33])[CH:36]=[CH:37][C:38]=1[CH3:44]. The yield is 0.320. (4) The reactants are [N:1]1([C:7]2[CH:12]=[CH:11][C:10]([NH:13][C:14]([C:16]3[NH:17][C:18]4[C:23]([C:24](=[O:26])[CH:25]=3)=[CH:22][C:21]([O:27][CH3:28])=[CH:20][C:19]=4[Br:29])=[O:15])=[CH:9][CH:8]=2)[CH2:6][CH2:5][O:4][CH2:3][CH2:2]1.[H-].[Na+].[CH3:32][Si:33]([CH3:40])([CH3:39])[CH2:34][CH2:35][O:36][CH2:37]Cl.O. The catalyst is CN1CCCC1=O.CO. The product is [N:1]1([C:7]2[CH:12]=[CH:11][C:10]([NH:13][C:14]([C:16]3[CH:25]=[C:24]([O:26][CH2:37][O:36][CH2:35][CH2:34][Si:33]([CH3:40])([CH3:39])[CH3:32])[C:23]4[C:18](=[C:19]([Br:29])[CH:20]=[C:21]([O:27][CH3:28])[CH:22]=4)[N:17]=3)=[O:15])=[CH:9][CH:8]=2)[CH2:6][CH2:5][O:4][CH2:3][CH2:2]1. The yield is 0.800. (5) The reactants are C(O[C:4]([C:6]1[C:15](=[O:16])[C:14]2[C:9](=[CH:10][CH:11]=[C:12]([O:17][CH2:18][CH3:19])[N:13]=2)[NH:8][CH:7]=1)=[O:5])C.[CH2:20]([NH2:27])[C:21]1[CH:26]=[CH:25][CH:24]=[CH:23][CH:22]=1.[CH3:28][S:29]([CH3:31])=[O:30]. No catalyst specified. The product is [CH2:20]([NH:27][C:4]([C:6]1[C:15](=[O:16])[C:14]2[C:9](=[CH:10][CH:11]=[C:12]([O:17][CH2:18][CH3:19])[N:13]=2)[NH:8][CH:7]=1)=[O:5])[C:21]1[CH:26]=[CH:25][CH:24]=[CH:23][CH:22]=1.[CH3:28][S:29]([CH3:31])=[O:30]. The yield is 0.974. (6) The reactants are CC(C)([O-])C.[K+].[CH3:7][C:8](=[N:10][OH:11])[CH3:9].[CH3:12][C:13]1[C:14]([C@H:19]2[CH2:24][CH2:23][CH2:22][C@@H:21]([C:25]3[C:30]([CH3:31])=[CH:29][CH:28]=[CH:27][N:26]=3)[N:20]2[CH2:32][C:33]2[CH:40]=[CH:39][C:36]([C:37]#[N:38])=[C:35](F)[CH:34]=2)=[N:15][CH:16]=[CH:17][CH:18]=1. The catalyst is CN(C=O)C. The product is [CH3:31][C:30]1[C:25]([C@H:21]2[CH2:22][CH2:23][CH2:24][C@@H:19]([C:14]3[C:13]([CH3:12])=[CH:18][CH:17]=[CH:16][N:15]=3)[N:20]2[CH2:32][C:33]2[CH:34]=[CH:35][C:36]([C:37]#[N:38])=[C:39]([O:11][N:10]=[C:8]([CH3:9])[CH3:7])[CH:40]=2)=[N:26][CH:27]=[CH:28][CH:29]=1. The yield is 0.690. (7) The reactants are OC1CC(O)C(CC=CCCCC(OC)=O)C1COC(=O)NC1C=CC=CC=1.[CH2:29]([NH:36][C:37]([O:39][CH2:40][CH:41]1[CH:45]([O:46]C2CCCCO2)[CH2:44][CH:43]([O:53]C2CCCCO2)[CH:42]1[CH2:60][CH:61]=[CH:62][CH2:63][CH2:64][CH2:65][C:66]([O:68][CH3:69])=[O:67])=[S:38])[C:30]1[CH:35]=[CH:34][CH:33]=[CH:32][CH:31]=1.C1(C)C=CC(S([O-])(=O)=O)=CC=1.[NH+]1C=CC=CC=1. No catalyst specified. The product is [CH2:29]([NH:36][C:37]([O:39][CH2:40][CH:41]1[CH:45]([OH:46])[CH2:44][CH:43]([OH:53])[CH:42]1[CH2:60][CH:61]=[CH:62][CH2:63][CH2:64][CH2:65][C:66]([O:68][CH3:69])=[O:67])=[S:38])[C:30]1[CH:31]=[CH:32][CH:33]=[CH:34][CH:35]=1. The yield is 0.910. (8) The reactants are [CH2:1]([N:8]1[CH:12]=[CH:11][N:10]=[CH:9]1)[C:2]1[CH:7]=[CH:6][CH:5]=[CH:4][CH:3]=1.C([Li])CCC.[CH2:18]([CH:20]([CH2:23][CH3:24])[CH:21]=[O:22])[CH3:19].[NH4+].[Cl-]. The catalyst is CCOCC. The product is [CH2:1]([N:8]1[CH:12]=[CH:11][N:10]=[C:9]1[CH:21]([OH:22])[CH:20]([CH2:23][CH3:24])[CH2:18][CH3:19])[C:2]1[CH:3]=[CH:4][CH:5]=[CH:6][CH:7]=1. The yield is 0.690.